The task is: Predict the product of the given reaction.. This data is from Forward reaction prediction with 1.9M reactions from USPTO patents (1976-2016). (1) Given the reactants [Br:1][C:2]1[NH:3][CH:4]=[C:5]2[C:9](=[O:10])[CH2:8][CH2:7][C:6]=12.[H-].[Na+].[F:13][C:14]1[CH:15]=[C:16]([S:20](Cl)(=[O:22])=[O:21])[CH:17]=[CH:18][CH:19]=1.O, predict the reaction product. The product is: [Br:1][C:2]1[N:3]([S:20]([C:16]2[CH:17]=[CH:18][CH:19]=[C:14]([F:13])[CH:15]=2)(=[O:22])=[O:21])[CH:4]=[C:5]2[C:9](=[O:10])[CH2:8][CH2:7][C:6]=12. (2) Given the reactants [NH2:1][CH2:2][CH2:3][CH2:4][NH:5][S:6]([C:9]1[CH:14]=[C:13]([F:15])[C:12]([CH2:16][S:17][C:18]2[N:19]([C:35]3[CH:40]=[CH:39][C:38]([F:41])=[CH:37][CH:36]=3)[C:20]([C:23]([C:26]3[CH:31]=[CH:30][C:29]([Cl:32])=[C:28]([O:33][CH3:34])[CH:27]=3)([CH3:25])[CH3:24])=[CH:21][N:22]=2)=[C:11]([F:42])[CH:10]=1)(=[O:8])=[O:7].C([NH:50][C:51](N1C=CC=N1)=[N:52]C(OC(C)(C)C)=O)(OC(C)(C)C)=O.CCN(CC)CC, predict the reaction product. The product is: [Cl:32][C:29]1[CH:30]=[CH:31][C:26]([C:23]([C:20]2[N:19]([C:35]3[CH:40]=[CH:39][C:38]([F:41])=[CH:37][CH:36]=3)[C:18]([S:17][CH2:16][C:12]3[C:11]([F:42])=[CH:10][C:9]([S:6]([NH:5][CH2:4][CH2:3][CH2:2][NH:1][C:51]([NH2:52])=[NH:50])(=[O:7])=[O:8])=[CH:14][C:13]=3[F:15])=[N:22][CH:21]=2)([CH3:25])[CH3:24])=[CH:27][C:28]=1[O:33][CH3:34]. (3) Given the reactants [Cl:1][C:2]1[CH:3]=[N:4][CH:5]=[C:6]([Cl:10])[C:7]=1[CH2:8]O.ClC1C=C(OC)C=C(F)C=1C[N:15]1[C:20]2[CH:21]=[CH:22][CH:23]=[CH:24][C:19]=2[S:18](=[O:26])(=[O:25])[N:17]([C:27]2[CH:32]=[CH:31][C:30]([O:33][CH3:34])=[C:29]([O:35][CH3:36])[CH:28]=2)[C:16]1=[O:37], predict the reaction product. The product is: [Cl:1][C:2]1[CH:3]=[N:4][CH:5]=[C:6]([Cl:10])[C:7]=1[CH2:8][N:15]1[C:20]2[CH:21]=[CH:22][CH:23]=[CH:24][C:19]=2[S:18](=[O:26])(=[O:25])[N:17]([C:27]2[CH:32]=[CH:31][C:30]([O:33][CH3:34])=[C:29]([O:35][CH3:36])[CH:28]=2)[C:16]1=[O:37]. (4) Given the reactants [F:1][C:2]1[CH:7]=[CH:6][CH:5]=[C:4]([CH2:8]O)[C:3]=1[OH:10].[C-:11]#[N:12].[Na+], predict the reaction product. The product is: [F:1][C:2]1[C:3]([OH:10])=[C:4]([CH2:8][C:11]#[N:12])[CH:5]=[CH:6][CH:7]=1. (5) Given the reactants [N:1]1([CH2:15][C:16]2[N:20](C(OC(C)(C)C)=O)[C:19]3[CH:28]=[CH:29][CH:30]=[CH:31][C:18]=3[N:17]=2)[C@H:14]2[C@@H:5]([CH2:6][CH2:7][C:8]3[C:13]2=[N:12][CH:11]=[CH:10][CH:9]=3)[CH2:4][CH2:3][CH2:2]1.FC(F)(F)C(O)=O, predict the reaction product. The product is: [NH:17]1[C:18]2[CH:31]=[CH:30][CH:29]=[CH:28][C:19]=2[N:20]=[C:16]1[CH2:15][N:1]1[C@H:14]2[C@@H:5]([CH2:6][CH2:7][C:8]3[C:13]2=[N:12][CH:11]=[CH:10][CH:9]=3)[CH2:4][CH2:3][CH2:2]1. (6) Given the reactants [Li+].[OH-].Cl.[Cl:4][C:5]1[CH:10]=[CH:9][C:8]([NH:11][NH2:12])=[CH:7][CH:6]=1.C(N(CC)CC)C.[S:20]1[CH:24]=[CH:23][CH:22]=[C:21]1[C:25](Cl)=[O:26], predict the reaction product. The product is: [Cl:4][C:5]1[CH:10]=[CH:9][C:8]([NH:11][NH:12][C:25]([C:21]2[S:20][CH:24]=[CH:23][CH:22]=2)=[O:26])=[CH:7][CH:6]=1. (7) The product is: [CH2:1]([O:5][CH2:6][CH2:7][O:8][C:9]1[CH:10]=[CH:11][C:12]([C:15]2[CH:16]=[CH:17][C:18]3[N:24]([CH2:25][CH2:26][CH3:27])[CH2:23][CH2:22][C:21]([C:28]([NH:30][C:31]4[CH:32]=[CH:33][C:34]([S:37]([CH2:38][C:39]5[N:43]([CH2:44][CH:45]([CH3:46])[CH3:47])[CH:42]=[N:41][N:40]=5)=[O:57])=[CH:35][CH:36]=4)=[O:29])=[CH:20][C:19]=3[CH:48]=2)=[CH:13][CH:14]=1)[CH2:2][CH2:3][CH3:4]. Given the reactants [CH2:1]([O:5][CH2:6][CH2:7][O:8][C:9]1[CH:14]=[CH:13][C:12]([C:15]2[CH:16]=[CH:17][C:18]3[N:24]([CH2:25][CH2:26][CH3:27])[CH2:23][CH2:22][C:21]([C:28]([NH:30][C:31]4[CH:36]=[CH:35][C:34]([S:37][CH2:38][C:39]5[N:43]([CH2:44][CH:45]([CH3:47])[CH3:46])[CH:42]=[N:41][N:40]=5)=[CH:33][CH:32]=4)=[O:29])=[CH:20][C:19]=3[CH:48]=2)=[CH:11][CH:10]=1)[CH2:2][CH2:3][CH3:4].ClC1C=CC=C(C(OO)=[O:57])C=1.S([O-])([O-])(=O)=S.[Na+].[Na+], predict the reaction product.